From a dataset of Catalyst prediction with 721,799 reactions and 888 catalyst types from USPTO. Predict which catalyst facilitates the given reaction. (1) Reactant: [C:1]([C:3]1[C:4]([C:23]2[CH:28]=[CH:27][C:26]([N:29]3[CH2:34][CH2:33][N:32]([C:35]([O:37][C:38]([CH3:41])([CH3:40])[CH3:39])=[O:36])[CH2:31][CH2:30]3)=[CH:25][CH:24]=2)=[C:5]2[C:21]([CH3:22])=[N:20][NH:19][C:6]2=[N:7][C:8]=1[C:9]1[CH:14]=[CH:13][C:12]([N+:15]([O-])=O)=[CH:11][C:10]=1[F:18])#[N:2]. Product: [NH2:15][C:12]1[CH:13]=[CH:14][C:9]([C:8]2[N:7]=[C:6]3[NH:19][N:20]=[C:21]([CH3:22])[C:5]3=[C:4]([C:23]3[CH:24]=[CH:25][C:26]([N:29]4[CH2:34][CH2:33][N:32]([C:35]([O:37][C:38]([CH3:40])([CH3:41])[CH3:39])=[O:36])[CH2:31][CH2:30]4)=[CH:27][CH:28]=3)[C:3]=2[C:1]#[N:2])=[C:10]([F:18])[CH:11]=1. The catalyst class is: 29. (2) Reactant: O[C:2]1[CH:7]=[CH:6][C:5]([C:8]2[C:9]3[NH:13][C:12]([C:14]([C:46]4[CH:51]=[CH:50][C:49]([OH:52])=[CH:48][CH:47]=4)=[C:15]4[N:45]=[C:18]([C:19]([C:38]5[CH:43]=[CH:42][C:41]([OH:44])=[CH:40][CH:39]=5)=[C:20]5[NH:37][C:23](=[C:24]([C:30]6[CH:35]=[CH:34][C:33]([OH:36])=[CH:32][CH:31]=6)[C:25]6[CH:26]=[CH:27][C:28]=2[N:29]=6)[CH:22]=[CH:21]5)[CH:17]=[CH:16]4)=[CH:11][CH:10]=3)=[CH:4][CH:3]=1.[C:53](=[O:56])([O-])[O-].[K+].[K+].[Br-]. Product: [OH:52][C:49]1[CH:48]=[CH:47][C:46]([C:14]2[C:12]3[NH:13][C:9]([C:8]([C:5]4[CH:4]=[CH:3][C:2]([O:56][CH2:53][CH2:6][CH2:7][CH2:2][CH2:3][CH2:4][CH2:5][CH3:8])=[CH:7][CH:6]=4)=[C:28]4[N:29]=[C:25]([C:24]([C:30]5[CH:35]=[CH:34][C:33]([OH:36])=[CH:32][CH:31]=5)=[C:23]5[NH:37][C:20](=[C:19]([C:38]6[CH:43]=[CH:42][C:41]([OH:44])=[CH:40][CH:39]=6)[C:18]6[CH:17]=[CH:16][C:15]=2[N:45]=6)[CH:21]=[CH:22]5)[CH:26]=[CH:27]4)=[CH:10][CH:11]=3)=[CH:51][CH:50]=1. The catalyst class is: 3.